The task is: Predict the reaction yield, written as a fraction of the theoretical maximum amount of product (1.0 means a 100% yield; for example, 0.34 means a 34% yield).. This data is from Reaction yield outcomes from USPTO patents with 853,638 reactions. The reactants are [H-].[H-].[H-].[H-].[Li+].[Al+3].C1COCC1.[C:12]1([C@@H:18]2[NH:23][C:22](=O)[CH2:21][O:20][CH2:19]2)[CH:17]=[CH:16][CH:15]=[CH:14][CH:13]=1. The catalyst is C1COCC1. The product is [C:12]1([C@H:18]2[CH2:19][O:20][CH2:21][CH2:22][NH:23]2)[CH:13]=[CH:14][CH:15]=[CH:16][CH:17]=1. The yield is 0.960.